Dataset: Peptide-MHC class II binding affinity with 134,281 pairs from IEDB. Task: Regression. Given a peptide amino acid sequence and an MHC pseudo amino acid sequence, predict their binding affinity value. This is MHC class II binding data. (1) The peptide sequence is VGPLTVNEKRRLKLI. The MHC is DRB5_0101 with pseudo-sequence DRB5_0101. The binding affinity (normalized) is 0.226. (2) The peptide sequence is NANPDCKTILKALGPAA. The MHC is DRB5_0101 with pseudo-sequence DRB5_0101. The binding affinity (normalized) is 0.0839. (3) The peptide sequence is NYLALLVKFVAGDGD. The MHC is DRB1_0301 with pseudo-sequence DRB1_0301. The binding affinity (normalized) is 0.0201. (4) The peptide sequence is YFESFVREFVATART. The MHC is DRB1_0401 with pseudo-sequence DRB1_0401. The binding affinity (normalized) is 1.00. (5) The peptide sequence is PRSPTVFYNIPPMPLPPSQL. The MHC is HLA-DQA10401-DQB10402 with pseudo-sequence HLA-DQA10401-DQB10402. The binding affinity (normalized) is 0.382. (6) The peptide sequence is FAEVLKDAIKDLVMTKPAPTCNIR. The MHC is DRB3_0101 with pseudo-sequence DRB3_0101. The binding affinity (normalized) is 0. (7) The peptide sequence is RVYCDPCRAGFETNV. The binding affinity (normalized) is 0.123. The MHC is DRB1_1302 with pseudo-sequence DRB1_1302.